Dataset: NCI-60 drug combinations with 297,098 pairs across 59 cell lines. Task: Regression. Given two drug SMILES strings and cell line genomic features, predict the synergy score measuring deviation from expected non-interaction effect. Synergy scores: CSS=23.3, Synergy_ZIP=1.72, Synergy_Bliss=4.73, Synergy_Loewe=-23.2, Synergy_HSA=2.03. Drug 1: CCC1=CC2CC(C3=C(CN(C2)C1)C4=CC=CC=C4N3)(C5=C(C=C6C(=C5)C78CCN9C7C(C=CC9)(C(C(C8N6C)(C(=O)OC)O)OC(=O)C)CC)OC)C(=O)OC.C(C(C(=O)O)O)(C(=O)O)O. Drug 2: N.N.Cl[Pt+2]Cl. Cell line: SK-MEL-5.